Dataset: Full USPTO retrosynthesis dataset with 1.9M reactions from patents (1976-2016). Task: Predict the reactants needed to synthesize the given product. Given the product [CH3:31][C:26]1[C:25]([C:18]2[C:17]3[CH2:32][N:33]([CH2:36][C:37]4[CH:42]=[CH:41][C:40]([F:43])=[CH:39][CH:38]=4)[C:34](=[O:35])[C:16]=3[C:15]([OH:14])=[C:24]3[C:19]=2[CH:20]=[CH:21][CH:22]=[N:23]3)=[C:29]([CH3:30])[O:28][N:27]=1, predict the reactants needed to synthesize it. The reactants are: C([O:14][C:15]1[C:16]2[C:34](=[O:35])[N:33]([CH2:36][C:37]3[CH:42]=[CH:41][C:40]([F:43])=[CH:39][CH:38]=3)[CH2:32][C:17]=2[C:18]([C:25]2[C:26]([CH3:31])=[N:27][O:28][C:29]=2[CH3:30])=[C:19]2[C:24]=1[N:23]=[CH:22][CH:21]=[CH:20]2)(C1C=CC=CC=1)C1C=CC=CC=1.FC(F)(F)C(O)=O.C([SiH](CC)CC)C.